Dataset: Reaction yield outcomes from USPTO patents with 853,638 reactions. Task: Predict the reaction yield, written as a fraction of the theoretical maximum amount of product (1.0 means a 100% yield; for example, 0.34 means a 34% yield). (1) The yield is 0.320. The product is [N:25]1[CH:26]=[CH:27][C:22]([C:21](=[O:28])[C:2]#[C:1][C:3]2([O:8][Si:9]([CH3:10])([CH3:12])[CH3:11])[CH2:7][CH2:6][CH2:5][CH2:4]2)=[CH:23][CH:24]=1. The reactants are [C:1]([C:3]1([O:8][Si:9]([CH3:12])([CH3:11])[CH3:10])[CH2:7][CH2:6][CH2:5][CH2:4]1)#[CH:2].[Li]CCCC.CON(C)[C:21](=[O:28])[C:22]1[CH:27]=[CH:26][N:25]=[CH:24][CH:23]=1. The catalyst is C1COCC1. (2) The reactants are Br[CH2:2][CH:3]1[CH2:5][CH2:4]1.[NH2:6][C:7]1[C:12]([F:13])=[CH:11][N:10]=[C:9]([OH:14])[N:8]=1.C([O-])([O-])=O.[K+].[K+]. The catalyst is CN(C=O)C. The product is [NH2:6][C:7]1[C:12]([F:13])=[CH:11][N:10]([CH2:2][CH:3]2[CH2:5][CH2:4]2)[C:9](=[O:14])[N:8]=1. The yield is 0.830. (3) The reactants are [CH:1]1[C:6]([C:7]#[N:8])=[CH:5][C:4](Br)=[N:3][CH:2]=1.[CH3:10][Sn:11]([CH3:17])([CH3:16])[Sn:11]([CH3:17])([CH3:16])[CH3:10]. The catalyst is C1(C)C=CC=CC=1.C1C=CC([P]([Pd]([P](C2C=CC=CC=2)(C2C=CC=CC=2)C2C=CC=CC=2)([P](C2C=CC=CC=2)(C2C=CC=CC=2)C2C=CC=CC=2)[P](C2C=CC=CC=2)(C2C=CC=CC=2)C2C=CC=CC=2)(C2C=CC=CC=2)C2C=CC=CC=2)=CC=1. The product is [CH3:10][Sn:11]([CH3:17])([CH3:16])[C:4]1[CH:5]=[C:6]([CH:1]=[CH:2][N:3]=1)[C:7]#[N:8]. The yield is 0.740. (4) The reactants are [CH:1]1([C:4]([N:6]2[CH2:10][CH2:9][C@@H:8]([CH2:11][NH2:12])[CH2:7]2)=[O:5])[CH2:3][CH2:2]1.Cl[C:14]1[C:21]([N+:22]([O-:24])=[O:23])=[CH:20][CH:19]=[CH:18][C:15]=1[C:16]#[N:17].CCN(C(C)C)C(C)C. The catalyst is O1CCOCC1. The product is [CH:1]1([C:4]([N:6]2[CH2:10][CH2:9][C@@H:8]([CH2:11][NH:12][C:14]3[C:21]([N+:22]([O-:24])=[O:23])=[CH:20][CH:19]=[CH:18][C:15]=3[C:16]#[N:17])[CH2:7]2)=[O:5])[CH2:2][CH2:3]1. The yield is 0.930. (5) The reactants are [CH3:1][C:2](C)([O-:4])C.[K+].[Cl-].[CH3:8]OC[P+](C1C=CC=CC=1)(C1C=CC=CC=1)C1C=CC=CC=1.[CH3:30][C:31]1[CH:32]=[C:33]([C:48]2[S:52][C:51](C=O)=[N:50][CH:49]=2)[CH:34]=[C:35]([NH:37][C:38]2[N:43]=[C:42]([C:44]([F:47])([F:46])[F:45])[CH:41]=[CH:40][N:39]=2)[CH:36]=1. The catalyst is O1CCCC1. The product is [CH3:8][O:4]/[CH:2]=[CH:1]/[C:51]1[S:52][C:48]([C:33]2[CH:34]=[C:35]([NH:37][C:38]3[N:43]=[C:42]([C:44]([F:46])([F:45])[F:47])[CH:41]=[CH:40][N:39]=3)[CH:36]=[C:31]([CH3:30])[CH:32]=2)=[CH:49][N:50]=1. The yield is 0.190.